This data is from Full USPTO retrosynthesis dataset with 1.9M reactions from patents (1976-2016). The task is: Predict the reactants needed to synthesize the given product. (1) Given the product [CH2:1]([C:5]1[N:6]=[C:7]([CH3:27])[N:8]([CH2:70][C:67]2[S:66][C:65]([C:59]3[CH:60]=[CH:61][CH:62]=[CH:63][CH:64]=3)=[N:69][CH:68]=2)[C:9](=[O:26])[C:10]=1[CH2:11][C:12]1[CH:17]=[CH:16][C:15]([C:18]2[C:19]([C:24]#[N:25])=[CH:20][CH:21]=[CH:22][CH:23]=2)=[CH:14][CH:13]=1)[CH2:2][CH2:3][CH3:4], predict the reactants needed to synthesize it. The reactants are: [CH2:1]([C:5]1[N:6]=[C:7]([CH3:27])[NH:8][C:9](=[O:26])[C:10]=1[CH2:11][C:12]1[CH:17]=[CH:16][C:15]([C:18]2[C:19]([C:24]#[N:25])=[CH:20][CH:21]=[CH:22][CH:23]=2)=[CH:14][CH:13]=1)[CH2:2][CH2:3][CH3:4].N(C(N1CCCCC1)=O)=NC(N1CCCCC1)=O.C(P(CCCC)CCCC)CCC.[C:59]1([C:65]2[S:66][C:67]([CH2:70]O)=[CH:68][N:69]=2)[CH:64]=[CH:63][CH:62]=[CH:61][CH:60]=1. (2) Given the product [OH:17][C:18]1[CH:23]=[CH:22][C:21]([OH:24])=[CH:20][C:19]=1[C:2](=[O:13])[CH2:3][CH2:4][CH2:5][CH2:6][CH2:7][CH2:8][CH2:9][CH2:10][C:11]([OH:1])=[O:12], predict the reactants needed to synthesize it. The reactants are: [O:1]1[C:11](=[O:12])[CH2:10][CH2:9][CH2:8][CH2:7][CH2:6][CH2:5][CH2:4][CH2:3][C:2]1=[O:13].C([O:17][C:18]1[CH:23]=[CH:22][C:21]([O:24]C(=O)C)=[CH:20][CH:19]=1)(=O)C.[Cl-].[Cl-].[Cl-].[Al+3]. (3) The reactants are: C1(N=C=NC2CCCCC2)CCCCC1.OC1C2N=NNC=2C=CC=1.C(N(CC)CC)C.[CH2:33]([O:53][CH:54]([CH2:58][CH3:59])[C:55]([OH:57])=O)[CH2:34][CH2:35][CH2:36]/[CH:37]=[CH:38]\[CH2:39]/[CH:40]=[CH:41]\[CH2:42]/[CH:43]=[CH:44]\[CH2:45]/[CH:46]=[CH:47]\[CH2:48]/[CH:49]=[CH:50]\[CH2:51][CH3:52].Cl.[CH2:61]([O:63][C:64](=[O:71])[C@H:65]([CH2:67][CH:68]([CH3:70])[CH3:69])[NH2:66])[CH3:62]. Given the product [CH2:33]([O:53][CH:54]([CH2:58][CH3:59])[C:55]([NH:66][C@@H:65]([CH2:67][CH:68]([CH3:69])[CH3:70])[C:64]([O:63][CH2:61][CH3:62])=[O:71])=[O:57])[CH2:34][CH2:35][CH2:36]/[CH:37]=[CH:38]\[CH2:39]/[CH:40]=[CH:41]\[CH2:42]/[CH:43]=[CH:44]\[CH2:45]/[CH:46]=[CH:47]\[CH2:48]/[CH:49]=[CH:50]\[CH2:51][CH3:52], predict the reactants needed to synthesize it. (4) Given the product [CH3:38][C:2]1([CH3:1])[CH2:6][C:5]2([CH2:11][CH2:10][CH2:9][N:8]([CH:12]3[CH2:17][CH2:16][N:15]([C:18]([C:20]4[C:28]5[C:23](=[N:24][CH:25]=[CH:26][CH:27]=5)[S:22][C:21]=4[NH:29][C:30]([NH:46][CH2:44][CH3:45])=[O:31])=[O:19])[CH2:14][CH2:13]3)[CH2:7]2)[C:4](=[O:37])[O:3]1, predict the reactants needed to synthesize it. The reactants are: [CH3:1][C:2]1([CH3:38])[CH2:6][C:5]2([CH2:11][CH2:10][CH2:9][N:8]([CH:12]3[CH2:17][CH2:16][N:15]([C:18]([C:20]4[C:28]5[C:23](=[N:24][CH:25]=[CH:26][CH:27]=5)[S:22][C:21]=4[NH:29][C:30](=O)[O:31]C(C)(C)C)=[O:19])[CH2:14][CH2:13]3)[CH2:7]2)[C:4](=[O:37])[O:3]1.C(=O)([O-])O.[Na+].[CH2:44]([N:46]=C=O)[CH3:45]. (5) Given the product [Cl:1][C:24]1[C:23]2[C:27](=[CH:28][C:17]([C:12]3[CH:13]=[CH:14][CH:15]=[CH:16][C:11]=3[O:10][CH3:9])=[C:18]3[C:22]=2[C:21](=[O:30])[NH:20][C:19]3=[O:31])[N:26]([CH3:29])[CH:25]=1, predict the reactants needed to synthesize it. The reactants are: [Cl:1]N1C(=O)CCC1=O.[CH3:9][O:10][C:11]1[CH:16]=[CH:15][CH:14]=[CH:13][C:12]=1[C:17]1[CH:28]=[C:27]2[C:23]([CH:24]=[CH:25][N:26]2[CH3:29])=[C:22]2[C:18]=1[C:19](=[O:31])[NH:20][C:21]2=[O:30]. (6) Given the product [NH2:16][C:4]1[C:5]([NH:8][C:9](=[O:15])[O:10][C:11]([CH3:13])([CH3:12])[CH3:14])=[N:6][CH:7]=[C:2]([Br:1])[CH:3]=1, predict the reactants needed to synthesize it. The reactants are: [Br:1][C:2]1[CH:3]=[C:4]([N+:16]([O-])=O)[C:5]([NH:8][C:9](=[O:15])[O:10][C:11]([CH3:14])([CH3:13])[CH3:12])=[N:6][CH:7]=1. (7) Given the product [CH2:29]([O:28][C:27](=[O:36])[N:26]([CH:15]([C:16]1[CH:21]=[CH:20][CH:19]=[C:18]([C:22]2[N:25]=[CH:38][O:24][N:23]=2)[CH:17]=1)[CH2:14][N:11]1[CH2:12][CH2:13][C@H:9]([O:8][Si:1]([C:4]([CH3:7])([CH3:6])[CH3:5])([CH3:2])[CH3:3])[CH2:10]1)[CH3:37])[C:30]1[CH:31]=[CH:32][CH:33]=[CH:34][CH:35]=1, predict the reactants needed to synthesize it. The reactants are: [Si:1]([O:8][C@H:9]1[CH2:13][CH2:12][N:11]([CH2:14][C@@H:15]([N:26]([CH3:37])[C:27](=[O:36])[O:28][CH2:29][C:30]2[CH:35]=[CH:34][CH:33]=[CH:32][CH:31]=2)[C:16]2[CH:21]=[CH:20][CH:19]=[C:18]([C:22](=[NH:25])[NH:23][OH:24])[CH:17]=2)[CH2:10]1)([C:4]([CH3:7])([CH3:6])[CH3:5])([CH3:3])[CH3:2].[CH3:38]OC(OC)OC. (8) Given the product [F:23][C:2]([F:1])([F:22])[C:3]1[CH:4]=[CH:5][C:6]([C:9]2[CH:13]=[C:12]([C:14]3[CH:15]=[C:16]([CH:19]=[CH:20][CH:21]=3)[C:17]([OH:25])=[O:18])[O:11][N:10]=2)=[CH:7][CH:8]=1, predict the reactants needed to synthesize it. The reactants are: [F:1][C:2]([F:23])([F:22])[C:3]1[CH:8]=[CH:7][C:6]([C:9]2[CH:13]=[C:12]([C:14]3[CH:15]=[C:16]([CH:19]=[CH:20][CH:21]=3)[CH:17]=[O:18])[O:11][N:10]=2)=[CH:5][CH:4]=1.P([O-])(O)(O)=[O:25].[Na+].CC(=CC)C.Cl([O-])=O.[Na+].S([O-])([O-])=O.[Na+].[Na+].Cl.